From a dataset of Full USPTO retrosynthesis dataset with 1.9M reactions from patents (1976-2016). Predict the reactants needed to synthesize the given product. (1) Given the product [NH:39]1[C:40]2[C:36](=[C:35]([C:2]3[N:11]=[CH:10][C:9]4[N:8]([CH2:12][C:13]5[CH:18]=[CH:17][C:16]([S:19]([CH3:22])(=[O:21])=[O:20])=[CH:15][CH:14]=5)[CH2:7][CH:6]5[CH2:23][O:24][CH2:25][CH2:26][N:5]5[C:4]=4[N:3]=3)[CH:43]=[CH:42][CH:41]=2)[CH:37]=[N:38]1, predict the reactants needed to synthesize it. The reactants are: Cl[C:2]1[N:11]=[CH:10][C:9]2[N:8]([CH2:12][C:13]3[CH:18]=[CH:17][C:16]([S:19]([CH3:22])(=[O:21])=[O:20])=[CH:15][CH:14]=3)[CH2:7][CH:6]3[CH2:23][O:24][CH2:25][CH2:26][N:5]3[C:4]=2[N:3]=1.CC1(C)C(C)(C)OB([C:35]2[CH:43]=[CH:42][CH:41]=[C:40]3[C:36]=2[CH:37]=[N:38][N:39]3C(=O)C)O1. (2) The reactants are: [C:1]([O:5][C:6](=[O:26])[NH:7][C:8]1[S:9][C:10]2[CH:16]=[C:15]([CH:17]([OH:24])[C:18]3[N:19]([CH3:23])[N:20]=[CH:21][CH:22]=3)[CH:14]=[C:13](Br)[C:11]=2[N:12]=1)([CH3:4])([CH3:3])[CH3:2].B(O)O.[CH:30]1[CH:35]=[CH:34][C:33](P([C:30]2[CH:35]=[CH:34][CH:33]=[CH:32][CH:31]=2)[C:30]2[CH:35]=[CH:34][CH:33]=[CH:32][CH:31]=2)=[CH:32][CH:31]=1.[C:49]([O-])([O-:51])=[O:50].[Na+].[Na+]. Given the product [C:1]([O:5][C:6](=[O:26])[NH:7][C:8]1[S:9][C:10]2[CH:16]=[C:15]([CH:17]([OH:24])[C:18]3[N:19]([CH3:23])[N:20]=[CH:21][CH:22]=3)[CH:14]=[C:13]([C:30]3[CH:35]=[CH:34][C:33]4[O:50][CH2:49][O:51][C:32]=4[CH:31]=3)[C:11]=2[N:12]=1)([CH3:4])([CH3:3])[CH3:2], predict the reactants needed to synthesize it. (3) The reactants are: P.C([O:4][C:5](=[O:19])[CH2:6][O:7][C:8]1[CH:13]=[CH:12][C:11]([S:14](Cl)(=O)=O)=[CH:10][C:9]=1[Cl:18])C.O. Given the product [Cl:18][C:9]1[CH:10]=[C:11]([SH:14])[CH:12]=[CH:13][C:8]=1[O:7][CH2:6][C:5]([OH:19])=[O:4], predict the reactants needed to synthesize it. (4) Given the product [CH2:10]([O:12][C:13]([C:14]1[C:19]([C:20]2[CH:21]=[CH:22][CH:23]=[CH:24][CH:25]=2)=[N:8][C:6]([CH3:7])=[N:9][CH:15]=1)=[O:27])[CH3:11], predict the reactants needed to synthesize it. The reactants are: CC[O-].[Na+].Cl.[C:6]([NH2:9])(=[NH:8])[CH3:7].[CH2:10]([O:12][C:13](=[O:27])[C:14]([C:19](=O)[C:20]1[CH:25]=[CH:24][CH:23]=[CH:22][CH:21]=1)=[CH:15]N(C)C)[CH3:11]. (5) Given the product [Br:2][C:3]1[CH:4]=[CH:5][C:6]([O:7][CH2:8][CH:9]2[CH2:10][CH2:11][N:12]([CH2:18][C:19]3([OH:17])[CH2:24][CH2:23][CH2:22][CH2:21][CH2:20]3)[CH2:13][CH2:14]2)=[CH:15][CH:16]=1, predict the reactants needed to synthesize it. The reactants are: Cl.[Br:2][C:3]1[CH:16]=[CH:15][C:6]([O:7][CH2:8][CH:9]2[CH2:14][CH2:13][NH:12][CH2:11][CH2:10]2)=[CH:5][CH:4]=1.[O:17]1[C:19]2([CH2:24][CH2:23][CH2:22][CH2:21][CH2:20]2)[CH2:18]1.C([O-])([O-])=O.[K+].[K+].C(O)C. (6) Given the product [F:20][C:17]1[CH:18]=[CH:19][C:14](/[C:12](/[CH3:13])=[CH:11]/[N:7]2[C:8]3[CH:9]=[CH:10][C:2]([NH:33][CH3:32])=[CH:3][C:4]=3[C:5]3[CH2:24][N:23]([CH3:25])[CH2:22][CH2:21][C:6]2=3)=[CH:15][CH:16]=1, predict the reactants needed to synthesize it. The reactants are: Cl[C:2]1[CH:10]=[CH:9][C:8]2[N:7]([CH:11]=[C:12]([C:14]3[CH:19]=[CH:18][C:17]([F:20])=[CH:16][CH:15]=3)[CH3:13])[C:6]3[CH2:21][CH2:22][N:23]([CH3:25])[CH2:24][C:5]=3[C:4]=2[CH:3]=1.CC(C)([O-])C.[Na+].[CH3:32][NH2:33].C1COCC1. (7) Given the product [ClH:1].[CH2:2]([C:6]1[CH:7]=[C:8]2[N:13]([C:14]=1[C:15]([C:17]1[CH:18]=[CH:19][C:20]([CH:23]3[CH2:28][CH2:27][NH:26][CH2:25][CH2:24]3)=[CH:21][CH:22]=1)=[O:16])[CH:12]=[CH:11][C:10]([C:36]([N:37]([CH:38]([CH3:39])[CH3:40])[CH2:41][C:42]([O:44][CH3:45])=[O:43])=[O:46])=[CH:9]2)[CH2:3][CH2:4][CH3:5], predict the reactants needed to synthesize it. The reactants are: [ClH:1].[CH2:2]([C:6]1[CH:7]=[C:8]2[N:13]([C:14]=1[C:15]([C:17]1[CH:22]=[CH:21][C:20]([CH:23]3[CH2:28][CH2:27][N:26](C(OC(C)(C)C)=O)[CH2:25][CH2:24]3)=[CH:19][CH:18]=1)=[O:16])[CH:12]=[CH:11][C:10]([C:36](=[O:46])[N:37]([CH2:41][C:42]([O:44][CH3:45])=[O:43])[CH:38]([CH3:40])[CH3:39])=[CH:9]2)[CH2:3][CH2:4][CH3:5].